Dataset: Peptide-MHC class II binding affinity with 134,281 pairs from IEDB. Task: Regression. Given a peptide amino acid sequence and an MHC pseudo amino acid sequence, predict their binding affinity value. This is MHC class II binding data. (1) The peptide sequence is VMDIISRKDQRGSGQVG. The MHC is DRB1_0101 with pseudo-sequence DRB1_0101. The binding affinity (normalized) is 0.122. (2) The peptide sequence is WHKEGSSIGKLFTQT. The MHC is DRB5_0101 with pseudo-sequence DRB5_0101. The binding affinity (normalized) is 0.387. (3) The peptide sequence is QVPSASMGRDIKVQF. The MHC is DRB1_0301 with pseudo-sequence DRB1_0301. The binding affinity (normalized) is 0.548. (4) The peptide sequence is DCVMATGLYHCKPLVDILILPGYVQA. The MHC is DRB1_1501 with pseudo-sequence DRB1_1501. The binding affinity (normalized) is 0.581. (5) The peptide sequence is LKKLVFGYRKPLDNI. The MHC is DRB1_1302 with pseudo-sequence DRB1_1302. The binding affinity (normalized) is 0.600. (6) The binding affinity (normalized) is 0.718. The peptide sequence is VAALVFLILCFTIKR. The MHC is DRB1_0101 with pseudo-sequence DRB1_0101.